Dataset: Peptide-MHC class I binding affinity with 185,985 pairs from IEDB/IMGT. Task: Regression. Given a peptide amino acid sequence and an MHC pseudo amino acid sequence, predict their binding affinity value. This is MHC class I binding data. (1) The peptide sequence is QIIEQLIKK. The binding affinity (normalized) is 0. The MHC is HLA-A02:01 with pseudo-sequence HLA-A02:01. (2) The peptide sequence is HTQAIEGAW. The MHC is HLA-A02:16 with pseudo-sequence HLA-A02:16. The binding affinity (normalized) is 0.0847. (3) The peptide sequence is LLMRTTWAF. The MHC is HLA-A23:01 with pseudo-sequence HLA-A23:01. The binding affinity (normalized) is 0.600. (4) The peptide sequence is ILMDTICGT. The MHC is HLA-B35:01 with pseudo-sequence HLA-B35:01. The binding affinity (normalized) is 0.0847. (5) The binding affinity (normalized) is 0.840. The MHC is HLA-A02:06 with pseudo-sequence HLA-A02:06. The peptide sequence is GQIDNFSLGV. (6) The peptide sequence is YVIPDELIDV. The MHC is HLA-A02:01 with pseudo-sequence HLA-A02:01. The binding affinity (normalized) is 0.711. (7) The MHC is HLA-C03:03 with pseudo-sequence HLA-C03:03. The peptide sequence is FAKPAGTPM. The binding affinity (normalized) is 1.00. (8) The peptide sequence is GRYSVRYVR. The MHC is HLA-A31:01 with pseudo-sequence HLA-A31:01. The binding affinity (normalized) is 0.444. (9) The peptide sequence is RIYDPLWFQ. The MHC is HLA-B57:01 with pseudo-sequence HLA-B57:01. The binding affinity (normalized) is 0.0847. (10) The peptide sequence is GRPNCFQIV. The MHC is HLA-B07:02 with pseudo-sequence HLA-B07:02. The binding affinity (normalized) is 0.0847.